Dataset: Catalyst prediction with 721,799 reactions and 888 catalyst types from USPTO. Task: Predict which catalyst facilitates the given reaction. (1) Reactant: [CH2:1]([O:8][P:9]([O:44]CC)([O:11][CH:12]([O:14][C:15](=[O:43])[N:16]([C:40](=[O:42])[CH3:41])[CH2:17][C@@H:18]1[O:22][C:21](=[O:23])[N:20]([C:24]2[CH:29]=[CH:28][C:27]([N:30]3[CH2:37][C:36]4[C:32](=[N:33][N:34]([CH3:38])[CH:35]=4)[CH2:31]3)=[C:26]([F:39])[CH:25]=2)[CH2:19]1)[CH3:13])=[O:10])[C:2]1C=CC=CC=1.[H][H]. Product: [CH2:1]([O:8][P:9]([OH:44])([O:11][CH:12]([O:14][C:15](=[O:43])[N:16]([C:40](=[O:42])[CH3:41])[CH2:17][C@@H:18]1[O:22][C:21](=[O:23])[N:20]([C:24]2[CH:29]=[CH:28][C:27]([N:30]3[CH2:37][C:36]4[C:32](=[N:33][N:34]([CH3:38])[CH:35]=4)[CH2:31]3)=[C:26]([F:39])[CH:25]=2)[CH2:19]1)[CH3:13])=[O:10])[CH3:2]. The catalyst class is: 19. (2) Reactant: [Cl:1][C:2]1[CH:3]=[C:4]2[CH:10]=[C:9]([C:11]([O:13][CH3:14])=[O:12])[NH:8][C:5]2=[N:6][CH:7]=1.[C:15](=O)([O-])[O-].[K+].[K+].IC. Product: [Cl:1][C:2]1[CH:3]=[C:4]2[CH:10]=[C:9]([C:11]([O:13][CH3:14])=[O:12])[N:8]([CH3:15])[C:5]2=[N:6][CH:7]=1. The catalyst class is: 170.